This data is from Full USPTO retrosynthesis dataset with 1.9M reactions from patents (1976-2016). The task is: Predict the reactants needed to synthesize the given product. (1) Given the product [CH3:39][S:38][C:34]1[N:33]=[C:32]([CH:23]([C:24]2[CH:25]=[C:26]([CH:29]=[CH:30][CH:31]=2)[C:27]#[N:28])[CH:7]([C:8]2[CH:9]=[N:10][CH:11]=[CH:12][CH:13]=2)[C:3]2[CH:2]=[N:1][CH:6]=[CH:5][CH:4]=2)[CH:37]=[CH:36][N:35]=1, predict the reactants needed to synthesize it. The reactants are: [N:1]1[CH:6]=[CH:5][CH:4]=[C:3]([CH2:7][C:8]2[CH:9]=[N:10][CH:11]=[CH:12][CH:13]=2)[CH:2]=1.[Li+].CC([N-]C(C)C)C.Cl[CH:23]([C:32]1[CH:37]=[CH:36][N:35]=[C:34]([S:38][CH3:39])[N:33]=1)[C:24]1[CH:25]=[C:26]([CH:29]=[CH:30][CH:31]=1)[C:27]#[N:28]. (2) Given the product [F:1][C:2]1[CH:7]=[CH:6][C:5]([NH2:8])=[CH:4][C:3]=1[O:11][CH2:12][CH2:13][O:14][CH3:15], predict the reactants needed to synthesize it. The reactants are: [F:1][C:2]1[CH:7]=[CH:6][C:5]([N+:8]([O-])=O)=[CH:4][C:3]=1[O:11][CH2:12][CH2:13][O:14][CH3:15].N(C(OC(C)C)=O)=NC(OC(C)C)=O.FC1C=CC([N+]([O-])=O)=CC=1O.C1(P(C2C=CC=CC=2)C2C=CC=CC=2)C=CC=CC=1.COCCO. (3) Given the product [NH2:1][C:2]1[C:7]([I:10])=[N:6][C:5]([Cl:8])=[CH:4][C:3]=1[CH3:9], predict the reactants needed to synthesize it. The reactants are: [NH2:1][C:2]1[C:3]([CH3:9])=[CH:4][C:5]([Cl:8])=[N:6][CH:7]=1.[I:10]N1C(=O)CCC1=O.C(OCC)(=O)C. (4) Given the product [C:5]([O:9][C:10](=[O:29])[N:11]([CH2:22][C:23]1[CH:24]=[CH:25][CH:26]=[CH:27][CH:28]=1)[CH2:12][C:13]1[CH:14]=[CH:15][CH:16]=[C:17]2[C:21]=1[NH:20][CH2:19][CH2:18]2)([CH3:8])([CH3:6])[CH3:7], predict the reactants needed to synthesize it. The reactants are: C([BH3-])#N.[Na+].[C:5]([O:9][C:10](=[O:29])[N:11]([CH2:22][C:23]1[CH:28]=[CH:27][CH:26]=[CH:25][CH:24]=1)[CH2:12][C:13]1[CH:14]=[CH:15][CH:16]=[C:17]2[C:21]=1[NH:20][CH:19]=[CH:18]2)([CH3:8])([CH3:7])[CH3:6]. (5) Given the product [CH3:1][O:2][CH2:3][CH2:4][NH:5][C:8]1[C:7](=[O:6])[C:15]2[CH:14]=[C:13]([C:16]([O:18][CH3:19])=[O:17])[S:12][C:11]=2[C:10](=[O:20])[CH:9]=1, predict the reactants needed to synthesize it. The reactants are: [CH3:1][O:2][CH2:3][CH2:4][NH2:5].[O:6]=[C:7]1[C:15]2[CH:14]=[C:13]([C:16]([O:18][CH3:19])=[O:17])[S:12][C:11]=2[C:10](=[O:20])[CH:9]=[CH:8]1. (6) Given the product [F:15][C@H:13]1[CH2:12][N:11]([C:16]2[CH:41]=[CH:40][N:39]=[CH:38][C:37]=2[N+:42]([O-:44])=[O:43])[CH2:10][C@@H:9]([NH:8][C:6](=[O:7])[O:5][C:1]([CH3:2])([CH3:3])[CH3:4])[CH2:14]1, predict the reactants needed to synthesize it. The reactants are: [C:1]([O:5][C:6]([NH:8][C@H:9]1[CH2:14][C@@H:13]([F:15])[CH2:12][N:11]([C:16](OCC2C=CC=CC=2)=O)[CH2:10]1)=[O:7])([CH3:4])([CH3:3])[CH3:2].CCN(C(C)C)C(C)C.ClC1[CH:41]=[CH:40][N:39]=[CH:38][C:37]=1[N+:42]([O-:44])=[O:43]. (7) Given the product [C:20]([O:19][C:17]([N:14]1[CH2:15][CH2:16][C@H:12]([O:11][C:2]2[CH:7]=[CH:6][C:5]([N+:8]([O-:10])=[O:9])=[CH:4][CH:3]=2)[CH2:13]1)=[O:18])([CH3:23])([CH3:21])[CH3:22], predict the reactants needed to synthesize it. The reactants are: F[C:2]1[CH:7]=[CH:6][C:5]([N+:8]([O-:10])=[O:9])=[CH:4][CH:3]=1.[OH:11][C@H:12]1[CH2:16][CH2:15][N:14]([C:17]([O:19][C:20]([CH3:23])([CH3:22])[CH3:21])=[O:18])[CH2:13]1.[H-].[Na+]. (8) Given the product [C:1]([O:5][C:6](=[O:7])[N:8]([C:9]1[CH:14]=[C:13]([CH2:15][CH2:16][OH:17])[CH:12]=[CH:11][N:10]=1)[CH2:21][C:22]1[CH:23]=[CH:24][C:25]([O:28][CH3:29])=[CH:26][CH:27]=1)([CH3:2])([CH3:4])[CH3:3], predict the reactants needed to synthesize it. The reactants are: [C:1]([O:5][C:6]([N:8]([CH2:21][C:22]1[CH:27]=[CH:26][C:25]([O:28][CH3:29])=[CH:24][CH:23]=1)[C:9]1[CH:14]=[C:13]([CH2:15][C:16](OCC)=[O:17])[CH:12]=[CH:11][N:10]=1)=[O:7])([CH3:4])([CH3:3])[CH3:2].COC1C=CC(CNC2N=CC=C(C)C=2C(OC(C)(C)C)=O)=CC=1.[Li+].[BH4-]. (9) Given the product [F:50][C:46]1([F:49])[CH2:47][CH2:48][CH:43]([NH:42][C:40]2[C:39]([CH3:51])=[C:38]([CH3:52])[N:37]=[C:36]([NH:34][CH2:33][C:29]3[CH:28]=[C:27]([CH2:25][CH3:26])[CH:32]=[CH:31][N:30]=3)[N:41]=2)[CH2:44][CH2:45]1, predict the reactants needed to synthesize it. The reactants are: Cl.C1(NC2C(C)=C(C)N=C(NCC3C=CC=CN=3)N=2)CCCCC1.[CH2:25]([C:27]1[CH:32]=[CH:31][N:30]=[C:29]([CH2:33][NH2:34])[CH:28]=1)[CH3:26].Cl[C:36]1[N:41]=[C:40]([NH:42][CH:43]2[CH2:48][CH2:47][C:46]([F:50])([F:49])[CH2:45][CH2:44]2)[C:39]([CH3:51])=[C:38]([CH3:52])[N:37]=1. (10) Given the product [CH3:13][C:12]([CH3:15])([S@@:10]([NH:9][C@@H:8]([C:16]1[CH:21]=[CH:20][CH:19]=[CH:18][CH:17]=1)[C:4]1[CH:3]=[C:2]([P:44]([CH3:43])(=[O:48])[O:45][CH2:46][CH3:47])[CH:7]=[CH:6][CH:5]=1)=[O:11])[CH3:14], predict the reactants needed to synthesize it. The reactants are: Br[C:2]1[CH:3]=[C:4]([C@H:8]([C:16]2[CH:21]=[CH:20][CH:19]=[CH:18][CH:17]=2)[NH:9][S@:10]([C:12]([CH3:15])([CH3:14])[CH3:13])=[O:11])[CH:5]=[CH:6][CH:7]=1.BrC1C=C([C@H](CC2C=CC=CC=2)C(C)(S(N)=O)C)C=CC=1.[CH3:43][PH:44]([O-])([O-:48])[O:45][CH2:46][CH3:47].CCN(CC)CC.